From a dataset of Forward reaction prediction with 1.9M reactions from USPTO patents (1976-2016). Predict the product of the given reaction. (1) Given the reactants [NH2:1][C:2]1[CH:3]=[C:4]2[C:9](=[CH:10][CH:11]=1)[N:8]=[CH:7][CH:6]=[CH:5]2.[CH:12]1([N:18]=[C:19]=[O:20])[CH2:17][CH2:16][CH2:15][CH2:14][CH2:13]1, predict the reaction product. The product is: [CH:12]1([NH:18][C:19]([NH:1][C:2]2[CH:3]=[C:4]3[C:9](=[CH:10][CH:11]=2)[N:8]=[CH:7][CH:6]=[CH:5]3)=[O:20])[CH2:17][CH2:16][CH2:15][CH2:14][CH2:13]1. (2) Given the reactants C1(P(C2C=CC=CC=2)C2C=CC=CC=2)C=CC=CC=1.[Cl:20][C:21]1[CH:26]=[CH:25][CH:24]=[CH:23][C:22]=1[OH:27].[CH2:28]([N:35]1[CH2:40][CH2:39][CH:38](O)[CH2:37][CH2:36]1)[C:29]1[CH:34]=[CH:33][CH:32]=[CH:31][CH:30]=1, predict the reaction product. The product is: [CH2:28]([N:35]1[CH2:40][CH2:39][CH:38]([O:27][C:22]2[CH:23]=[CH:24][CH:25]=[CH:26][C:21]=2[Cl:20])[CH2:37][CH2:36]1)[C:29]1[CH:34]=[CH:33][CH:32]=[CH:31][CH:30]=1. (3) Given the reactants [CH2:1]([O:3][C:4]([C:6]1[NH:7][C:8]([CH:12]=[CH:13][C:14]([O:16][C:17]([CH3:20])([CH3:19])[CH3:18])=[O:15])=[CH:9][C:10]=1[CH3:11])=[O:5])[CH3:2], predict the reaction product. The product is: [CH2:1]([O:3][C:4]([C:6]1[NH:7][C:8]([CH2:12][CH2:13][C:14]([O:16][C:17]([CH3:18])([CH3:20])[CH3:19])=[O:15])=[CH:9][C:10]=1[CH3:11])=[O:5])[CH3:2]. (4) Given the reactants Cl[C:2]1[CH:7]=[C:6]([Cl:8])[N:5]=[CH:4][N:3]=1.[CH3:9][O:10][C:11]([C:13]1[CH:14]=[C:15]2[C:19](=[CH:20][CH:21]=1)[NH:18][CH2:17][CH2:16]2)=[O:12], predict the reaction product. The product is: [CH3:9][O:10][C:11]([C:13]1[CH:14]=[C:15]2[C:19](=[CH:20][CH:21]=1)[N:18]([C:2]1[CH:7]=[C:6]([Cl:8])[N:5]=[CH:4][N:3]=1)[CH2:17][CH2:16]2)=[O:12]. (5) Given the reactants [F:1][C:2]([F:17])([C:8]1[CH:13]=[CH:12][C:11]([S:14]C#N)=[CH:10][N:9]=1)[C:3]([O:5][CH2:6][CH3:7])=[O:4].[F:18][C:19]([Si](C)(C)C)([F:21])[F:20].[F-].C([N+](CCCC)(CCCC)CCCC)CCC, predict the reaction product. The product is: [F:17][C:2]([F:1])([C:8]1[CH:13]=[CH:12][C:11]([S:14][C:19]([F:21])([F:20])[F:18])=[CH:10][N:9]=1)[C:3]([O:5][CH2:6][CH3:7])=[O:4]. (6) Given the reactants [C:1](#[N:8])[C:2]1[CH:7]=[CH:6][CH:5]=[CH:4][CH:3]=1.[CH2:9]([O:11][C:12](=[O:15])[CH2:13]Cl)[CH3:10].[CH3:16][CH2:17][O-:18].[Na+].O.[CH2:21](O)[CH3:22], predict the reaction product. The product is: [C:1]([C:2]1[C:7]2[C:6](=[CH:1][CH:2]=[CH:3][CH:4]=2)[CH:5]=[C:4]([C:22]2[CH:21]=[CH:7][CH:6]=[CH:5][C:16]=2[CH:17]2[O:18][CH:13]2[C:12]([O:11][CH2:9][CH3:10])=[O:15])[CH:3]=1)#[N:8]. (7) Given the reactants [NH2:1][C:2]([CH3:6])([CH3:5])[CH2:3][OH:4].[CH:7](=O)[C:8]1[CH:13]=[CH:12][CH:11]=[CH:10][CH:9]=1.C([BH3-])#N.[Na+], predict the reaction product. The product is: [CH2:7]([NH:1][C:2]([CH3:6])([CH3:5])[CH2:3][OH:4])[C:8]1[CH:13]=[CH:12][CH:11]=[CH:10][CH:9]=1.